This data is from Forward reaction prediction with 1.9M reactions from USPTO patents (1976-2016). The task is: Predict the product of the given reaction. (1) The product is: [Cl:1][C:2]1[CH:7]=[CH:6][C:5]([C@H:8]2[C@@H:12]([C:13]3[CH:18]=[CH:17][C:16]([Cl:19])=[CH:15][CH:14]=3)[N:11]([C:20]([N:46]3[CH2:47][CH2:48][N:43]([CH2:42][C:41]([N:35]4[CH2:36][CH2:37][O:38][CH2:39][CH2:40]4)=[O:49])[CH2:44][CH2:45]3)=[O:21])[C:10]([C:23]3[C:24]([O:32][CH2:33][CH3:34])=[N:25][C:26]([O:29][CH2:30][CH3:31])=[N:27][CH:28]=3)=[N:9]2)=[CH:4][CH:3]=1. Given the reactants [Cl:1][C:2]1[CH:7]=[CH:6][C:5]([CH:8]2[CH:12]([C:13]3[CH:18]=[CH:17][C:16]([Cl:19])=[CH:15][CH:14]=3)[N:11]([C:20](Cl)=[O:21])[C:10]([C:23]3[C:24]([O:32][CH2:33][CH3:34])=[N:25][C:26]([O:29][CH2:30][CH3:31])=[N:27][CH:28]=3)=[N:9]2)=[CH:4][CH:3]=1.[N:35]1([C:41](=[O:49])[CH2:42][N:43]2[CH2:48][CH2:47][NH:46][CH2:45][CH2:44]2)[CH2:40][CH2:39][O:38][CH2:37][CH2:36]1, predict the reaction product. (2) Given the reactants [Cl:1][C:2]1[CH:3]=[C:4]([CH3:14])[C:5]2[NH:10]C(=O)O[C:7](=[O:12])[C:6]=2[CH:13]=1.S([O-])([O-])(=O)=O.[CH3:20][S:21](=[NH2+:28])[CH2:22][CH2:23][Si:24]([CH3:27])([CH3:26])[CH3:25].[CH3:20][S:21](=[NH2+:28])[CH2:22][CH2:23][Si:24]([CH3:27])([CH3:26])[CH3:25].C(N(CC)CC)C, predict the reaction product. The product is: [NH2:10][C:5]1[C:4]([CH3:14])=[CH:3][C:2]([Cl:1])=[CH:13][C:6]=1[C:7]([N:28]=[S:21]([CH3:20])[CH2:22][CH2:23][Si:24]([CH3:27])([CH3:26])[CH3:25])=[O:12]. (3) Given the reactants [CH3:1][O:2][C:3]1[CH:4]=[CH:5][CH:6]=[C:7]2[C:12]=1[N:11]=[CH:10][N:9]([C:13]1[CH:14]=[C:15]([NH:20]C(=O)OC(C)(C)C)[CH:16]=[CH:17][C:18]=1[CH3:19])[C:8]2=[O:28].Cl, predict the reaction product. The product is: [NH2:20][C:15]1[CH:16]=[CH:17][C:18]([CH3:19])=[C:13]([N:9]2[C:8](=[O:28])[C:7]3[C:12](=[C:3]([O:2][CH3:1])[CH:4]=[CH:5][CH:6]=3)[N:11]=[CH:10]2)[CH:14]=1. (4) Given the reactants [Cl:1][C:2]([Cl:22])([Cl:21])[C:3](=O)/[CH:4]=[C:5](\OC)/[CH2:6][CH2:7]/[C:8](/OC)=[CH:9]/[C:10](=O)[C:11]([Cl:14])([Cl:13])[Cl:12].[Br:23][C:24]1[CH:25]=[C:26]([NH:30][NH2:31])[CH:27]=[CH:28][CH:29]=1, predict the reaction product. The product is: [Br:23][C:24]1[CH:25]=[C:26]([N:30]2[C:3]([C:2]([Cl:22])([Cl:21])[Cl:1])=[CH:4][C:5]([CH2:6][CH2:7][C:8]3[CH:9]=[C:10]([C:11]([Cl:14])([Cl:13])[Cl:12])[N:30]([C:26]4[CH:27]=[CH:28][CH:29]=[C:24]([Br:23])[CH:25]=4)[N:31]=3)=[N:31]2)[CH:27]=[CH:28][CH:29]=1.